Task: Predict the product of the given reaction.. Dataset: Forward reaction prediction with 1.9M reactions from USPTO patents (1976-2016) (1) Given the reactants [CH:1]([C:3]1[CH:8]=[CH:7][C:6](B(O)O)=[CH:5][CH:4]=1)=[O:2].Br[C:13]1[N:18]=[C:17]([CH3:19])[CH:16]=[CH:15][N:14]=1.C(C1C=C(B(O)O)C=CC=1)=O.BrC1C=CC=CN=1, predict the reaction product. The product is: [CH3:19][C:17]1[CH:16]=[CH:15][N:14]=[C:13]([C:6]2[CH:7]=[CH:8][C:3]([CH:1]=[O:2])=[CH:4][CH:5]=2)[N:18]=1. (2) Given the reactants [CH3:1][N:2]1[C:6]2[CH:7]=[CH:8][CH:9]=[CH:10][C:5]=2[N:4]=[C:3]1[CH:11]1[CH2:14][N:13](C(OCC2C=CC=CC=2)=O)[CH2:12]1.[H][H], predict the reaction product. The product is: [NH:13]1[CH2:14][CH:11]([C:3]2[N:2]([CH3:1])[C:6]3[CH:7]=[CH:8][CH:9]=[CH:10][C:5]=3[N:4]=2)[CH2:12]1. (3) Given the reactants [Cl:1][C:2]1[C:7]([CH:8]2[CH2:10][CH2:9]2)=[CH:6][C:5]([NH:11][CH2:12][C:13]([OH:15])=O)=[C:4]([OH:16])[CH:3]=1.CN1CCOCC1.ClC(OCC)=O.Cl.[CH3:31][CH:32]1[CH2:37][NH:36][CH2:35][CH2:34][N:33]1[CH:38]1[CH2:41][N:40]([C:42](=[O:45])[CH:43]=[CH2:44])[CH2:39]1.CCN(CC)CC, predict the reaction product. The product is: [Cl:1][C:2]1[C:7]([CH:8]2[CH2:9][CH2:10]2)=[CH:6][C:5]([NH:11][CH2:12][C:13]([N:36]2[CH2:35][CH2:34][N:33]([CH:38]3[CH2:39][N:40]([C:42](=[O:45])[CH:43]=[CH2:44])[CH2:41]3)[CH:32]([CH3:31])[CH2:37]2)=[O:15])=[C:4]([OH:16])[CH:3]=1. (4) Given the reactants O=C1CCCCC1=N[NH:9][C:10]1[CH:18]=[CH:17][C:13]([C:14]([OH:16])=[O:15])=[CH:12][CH:11]=1.[OH2:19], predict the reaction product. The product is: [O:19]=[C:12]1[C:11]2[NH:9][C:10]3[CH:11]=[CH:12][C:13]([C:14]([OH:16])=[O:15])=[CH:17][C:18]=3[C:10]=2[CH2:18][CH2:17][CH2:13]1. (5) The product is: [O:24]1[CH:25]=[CH:26][C:22]([C:20]2[CH:19]=[CH:18][C:13]([C:14]([OH:16])=[O:15])=[C:12]([NH:11][C:9](=[O:10])[C:8]3[CH:27]=[C:28]([C:31]4[CH:32]=[N:33][CH:34]=[CH:35][CH:36]=4)[CH:29]=[CH:30][C:7]=3[OH:6])[CH:21]=2)=[CH:23]1. Given the reactants [OH-].[Na+].C([O:6][C:7]1[CH:30]=[CH:29][C:28]([C:31]2[CH:32]=[N:33][CH:34]=[CH:35][CH:36]=2)=[CH:27][C:8]=1[C:9]([NH:11][C:12]1[CH:21]=[C:20]([C:22]2[CH:26]=[CH:25][O:24][CH:23]=2)[CH:19]=[CH:18][C:13]=1[C:14]([O:16]C)=[O:15])=[O:10])(=O)C.C(O)(=O)CC(CC(O)=O)(C(O)=O)O, predict the reaction product. (6) Given the reactants C(O[C:4]1[C:5](=[O:16])[C:6](=[O:15])[C:7]=1[NH:8][C:9]1[CH:10]=[N:11][CH:12]=[CH:13][CH:14]=1)C.[O:17]([C:24]1[CH:29]=[CH:28][C:27]([CH2:30][CH2:31][NH2:32])=[CH:26][CH:25]=1)[C:18]1[CH:23]=[CH:22][CH:21]=[CH:20][CH:19]=1, predict the reaction product. The product is: [O:17]([C:24]1[CH:25]=[CH:26][C:27]([CH2:30][CH2:31][NH:32][C:4]2[C:5](=[O:16])[C:6](=[O:15])[C:7]=2[NH:8][C:9]2[CH:10]=[N:11][CH:12]=[CH:13][CH:14]=2)=[CH:28][CH:29]=1)[C:18]1[CH:23]=[CH:22][CH:21]=[CH:20][CH:19]=1. (7) Given the reactants [F:1][C:2]1[CH:7]=[CH:6][C:5]([CH3:8])=[CH:4][C:3]=1[NH:9][C:10]([NH:12][C:13]1[CH:18]=[CH:17][C:16]([C:19]2[CH:24]=[CH:23][N:22]=[C:21]3[CH:25]=[C:26]([C:28]([O:30]C)=[O:29])[S:27][C:20]=23)=[CH:15][CH:14]=1)=[O:11].[OH-].[Na+].O.Cl, predict the reaction product. The product is: [F:1][C:2]1[CH:7]=[CH:6][C:5]([CH3:8])=[CH:4][C:3]=1[NH:9][C:10]([NH:12][C:13]1[CH:14]=[CH:15][C:16]([C:19]2[CH:24]=[CH:23][N:22]=[C:21]3[CH:25]=[C:26]([C:28]([OH:30])=[O:29])[S:27][C:20]=23)=[CH:17][CH:18]=1)=[O:11]. (8) Given the reactants [F:1][C:2]1[CH:23]=[CH:22][CH:21]=[C:20]([F:24])[C:3]=1[CH2:4][O:5][C:6]1[C:7]2[N:8]([C:13]([C:17](O)=[O:18])=[C:14]([CH3:16])[N:15]=2)[CH:9]=[C:10]([CH3:12])[CH:11]=1.CN(C(ON1N=NC2C=CC=NC1=2)=[N+](C)C)C.F[P-](F)(F)(F)(F)F.C(N(CC)C(C)C)(C)C.[F:58][C:59]1[CH:60]=[C:61]([CH:69]=[CH:70][C:71]=1[F:72])[O:62][CH2:63][C:64]([CH3:68])([NH2:67])[CH2:65][NH2:66].C(O)(C(F)(F)F)=O, predict the reaction product. The product is: [NH2:67][C:64]([CH3:68])([CH2:63][O:62][C:61]1[CH:69]=[CH:70][C:71]([F:72])=[C:59]([F:58])[CH:60]=1)[CH2:65][NH:66][C:17]([C:13]1[N:8]2[CH:9]=[C:10]([CH3:12])[CH:11]=[C:6]([O:5][CH2:4][C:3]3[C:2]([F:1])=[CH:23][CH:22]=[CH:21][C:20]=3[F:24])[C:7]2=[N:15][C:14]=1[CH3:16])=[O:18]. (9) Given the reactants [F:1][C:2]1[CH:3]=[C:4]([C:13]2[N:17]=[C:16]([C:18]3[CH:22]=[C:21]([CH3:23])[NH:20][N:19]=3)[O:15][N:14]=2)[CH:5]=[CH:6][C:7]=1[O:8][C:9]([F:12])([F:11])[F:10].Cl.Cl.Cl[CH2:27][C:28]1[CH:29]=[CH:30][C:31]([N:34]([CH2:36][C:37]2[CH:42]=[CH:41][C:40]([O:43][CH3:44])=[C:39]([O:45][CH3:46])[CH:38]=2)[CH3:35])=[N:32][CH:33]=1, predict the reaction product. The product is: [CH3:46][O:45][C:39]1[CH:38]=[C:37]([CH:42]=[CH:41][C:40]=1[O:43][CH3:44])[CH2:36][N:34]([CH3:35])[C:31]1[CH:30]=[CH:29][C:28]([CH2:27][N:20]2[C:21]([CH3:23])=[CH:22][C:18]([C:16]3[O:15][N:14]=[C:13]([C:4]4[CH:5]=[CH:6][C:7]([O:8][C:9]([F:11])([F:10])[F:12])=[C:2]([F:1])[CH:3]=4)[N:17]=3)=[N:19]2)=[CH:33][N:32]=1.